This data is from Reaction yield outcomes from USPTO patents with 853,638 reactions. The task is: Predict the reaction yield, written as a fraction of the theoretical maximum amount of product (1.0 means a 100% yield; for example, 0.34 means a 34% yield). (1) The reactants are [C:1]1([NH:7][C:8]2[C:17]3[CH:18]=[CH:19][S:20][C:16]=3[C:15]3[CH:14]=[CH:13][C:12]([C:21]#[N:22])=[CH:11][C:10]=3[N:9]=2)[CH:6]=[CH:5][CH:4]=[CH:3][CH:2]=1.Cl.[NH2:24]O.[C:26]([O-:29])([O-])=[O:27].[K+].[K+]. The catalyst is CCO. The product is [C:1]1([NH:7][C:8]2[C:17]3[CH:18]=[CH:19][S:20][C:16]=3[C:15]3[CH:14]=[CH:13][C:12]([C:21]4[NH:24][C:26](=[O:27])[O:29][N:22]=4)=[CH:11][C:10]=3[N:9]=2)[CH:2]=[CH:3][CH:4]=[CH:5][CH:6]=1. The yield is 0.220. (2) The product is [CH2:21]([O:14][C:3]1[CH:4]=[C:5]([NH:8][C:9]2[S:10][CH:11]=[CH:12][N:13]=2)[CH:6]=[CH:7][C:2]=1[CH3:1])[C:22]1[CH:27]=[CH:26][CH:25]=[CH:24][CH:23]=1. The catalyst is CC(C)=O. The yield is 0.580. The reactants are [CH3:1][C:2]1[CH:7]=[CH:6][C:5]([NH:8][C:9]2[S:10][CH:11]=[CH:12][N:13]=2)=[CH:4][C:3]=1[OH:14].C([O-])([O-])=O.[K+].[K+].[CH2:21](Br)[C:22]1[CH:27]=[CH:26][CH:25]=[CH:24][CH:23]=1.